Regression. Given a peptide amino acid sequence and an MHC pseudo amino acid sequence, predict their binding affinity value. This is MHC class I binding data. From a dataset of Peptide-MHC class I binding affinity with 185,985 pairs from IEDB/IMGT. (1) The peptide sequence is RKRRWRRRW. The MHC is Mamu-B3901 with pseudo-sequence Mamu-B3901. The binding affinity (normalized) is 0.0170. (2) The peptide sequence is TVVRDFENY. The MHC is HLA-A31:01 with pseudo-sequence HLA-A31:01. The binding affinity (normalized) is 0. (3) The peptide sequence is EVNAHIHTM. The binding affinity (normalized) is 0.0847. The MHC is HLA-B15:17 with pseudo-sequence HLA-B15:17. (4) The peptide sequence is KTSLSNLLA. The MHC is HLA-B46:01 with pseudo-sequence HLA-B46:01. The binding affinity (normalized) is 0.0847. (5) The binding affinity (normalized) is 0. The MHC is HLA-A02:03 with pseudo-sequence HLA-A02:03. The peptide sequence is RTLNAWVKV. (6) The peptide sequence is EVNAHIHTM. The MHC is HLA-A80:01 with pseudo-sequence HLA-A80:01. The binding affinity (normalized) is 0.0847. (7) The binding affinity (normalized) is 0.130. The MHC is H-2-Db with pseudo-sequence H-2-Db. The peptide sequence is ISFEPIPI. (8) The peptide sequence is LLLVIKLALV. The MHC is H-2-Db with pseudo-sequence H-2-Db. The binding affinity (normalized) is 0. (9) The peptide sequence is NSDPEFNVL. The MHC is HLA-A31:01 with pseudo-sequence HLA-A31:01. The binding affinity (normalized) is 0.0847. (10) The peptide sequence is APGWLIWTY. The MHC is HLA-B58:01 with pseudo-sequence HLA-B58:01. The binding affinity (normalized) is 0.197.